This data is from Forward reaction prediction with 1.9M reactions from USPTO patents (1976-2016). The task is: Predict the product of the given reaction. (1) The product is: [NH:24]1[C:32]2[C:27](=[C:28]([C:2]3[N:7]=[C:6]([CH2:8][NH:9][CH:10]([C:12]4[CH:17]=[CH:16][CH:15]=[CH:14][CH:13]=4)[CH3:11])[CH:5]=[C:4]([N:18]4[CH2:23][CH2:22][O:21][CH2:20][CH2:19]4)[N:3]=3)[CH:29]=[CH:30][CH:31]=2)[CH:26]=[CH:25]1. Given the reactants Cl[C:2]1[N:7]=[C:6]([CH2:8][NH:9][CH:10]([C:12]2[CH:17]=[CH:16][CH:15]=[CH:14][CH:13]=2)[CH3:11])[CH:5]=[C:4]([N:18]2[CH2:23][CH2:22][O:21][CH2:20][CH2:19]2)[N:3]=1.[NH:24]1[C:32]2[CH:31]=[CH:30][CH:29]=[C:28](B(O)O)[C:27]=2[CH:26]=[CH:25]1, predict the reaction product. (2) Given the reactants C(OC([N:8]1[CH2:13][CH2:12][N:11]([C:14]2[C:15]3[C:37]([CH:38]4[CH2:40][CH2:39]4)=[CH:36][N:35]=[CH:34][C:16]=3[N:17]=[C:18]([C:20]3[CH:25]=[CH:24][N:23]=[C:22]([NH:26][C:27]4[O:28][C:29]([CH3:33])=[C:30]([CH3:32])[N:31]=4)[CH:21]=3)[N:19]=2)[CH2:10][CH2:9]1)=O)(C)(C)C.CO, predict the reaction product. The product is: [CH:38]1([C:37]2[C:15]3[C:14]([N:11]4[CH2:10][CH2:9][NH:8][CH2:13][CH2:12]4)=[N:19][C:18]([C:20]4[CH:25]=[CH:24][N:23]=[C:22]([NH:26][C:27]5[O:28][C:29]([CH3:33])=[C:30]([CH3:32])[N:31]=5)[CH:21]=4)=[N:17][C:16]=3[CH:34]=[N:35][CH:36]=2)[CH2:40][CH2:39]1. (3) The product is: [Cl:8][C:9]1[CH:10]=[C:11]([NH:23][C:24]2[C:33]3[C:28](=[CH:29][CH:30]=[CH:31][C:32]=3[O:34][CH2:35][C@H:36]3[CH2:40][CH2:39][CH2:38][N:37]3[C:5](=[O:7])[CH2:4][O:3][CH2:1][CH3:2])[N:27]=[CH:26][N:25]=2)[CH:12]=[CH:13][C:14]=1[O:15][CH2:16][C:17]1[CH:22]=[CH:21][CH:20]=[CH:19][N:18]=1. Given the reactants [CH2:1]([O:3][CH2:4][C:5]([OH:7])=O)[CH3:2].[Cl:8][C:9]1[CH:10]=[C:11]([NH:23][C:24]2[C:33]3[C:28](=[CH:29][CH:30]=[CH:31][C:32]=3[O:34][CH2:35][C@H:36]3[CH2:40][CH2:39][CH2:38][NH:37]3)[N:27]=[CH:26][N:25]=2)[CH:12]=[CH:13][C:14]=1[O:15][CH2:16][C:17]1[CH:22]=[CH:21][CH:20]=[CH:19][N:18]=1, predict the reaction product. (4) Given the reactants [Br:1][C:2]1[CH:3]=[CH:4][C:5]([N+:19]([O-:21])=[O:20])=[C:6]([CH2:8][CH:9]([C:11]2[C:16]([F:17])=[CH:15][CH:14]=[CH:13][C:12]=2[Cl:18])[OH:10])[CH:7]=1.CC(OI1(OC(C)=O)(OC(C)=O)OC(=O)C2C=CC=CC1=2)=O, predict the reaction product. The product is: [Br:1][C:2]1[CH:3]=[CH:4][C:5]([N+:19]([O-:21])=[O:20])=[C:6]([CH2:8][C:9]([C:11]2[C:16]([F:17])=[CH:15][CH:14]=[CH:13][C:12]=2[Cl:18])=[O:10])[CH:7]=1. (5) Given the reactants [CH2:1]1[CH2:11]CN2C(=NCCC2)C[CH2:2]1.[OH:12][CH:13]([C:19]1[CH:24]=[CH:23][C:22]([N:25]2[C:29](=[O:30])[CH2:28][CH2:27][C@@H:26]2[CH2:31][CH2:32][CH2:33][C:34]2[S:38][C:37]([C:39]([OH:41])=[O:40])=[CH:36][CH:35]=2)=[CH:21][CH:20]=1)[CH2:14][CH2:15][CH2:16][CH2:17][CH3:18].IC(C)C, predict the reaction product. The product is: [CH:1]([O:40][C:39]([C:37]1[S:38][C:34]([CH2:33][CH2:32][CH2:31][C@H:26]2[CH2:27][CH2:28][C:29](=[O:30])[N:25]2[C:22]2[CH:21]=[CH:20][C:19]([CH:13]([OH:12])[CH2:14][CH2:15][CH2:16][CH2:17][CH3:18])=[CH:24][CH:23]=2)=[CH:35][CH:36]=1)=[O:41])([CH3:11])[CH3:2]. (6) Given the reactants [CH3:1][C:2]1[N:3]=[C:4]2[CH:12]=[CH:11][CH:10]=[C:9]3[N:5]2[C:6]=1[C:7]([S:13][CH2:14][CH2:15][CH2:16][CH2:17][NH:18][S:19]([C:22]([F:25])([F:24])[F:23])(=[O:21])=[O:20])=[N:8]3.[ClH:26], predict the reaction product. The product is: [ClH:26].[CH3:1][C:2]1[N:3]=[C:4]2[CH:12]=[CH:11][CH:10]=[C:9]3[N:5]2[C:6]=1[C:7]([S:13][CH2:14][CH2:15][CH2:16][CH2:17][NH:18][S:19]([C:22]([F:25])([F:23])[F:24])(=[O:20])=[O:21])=[N:8]3. (7) Given the reactants [CH3:1][S-:2].[Na+].[Br:4][C:5]1[CH:10]=[C:9](I)[CH:8]=[CH:7][C:6]=1[OH:12].Cl.CCOC(C)=O, predict the reaction product. The product is: [Br:4][C:5]1[CH:10]=[C:9]([S:2][CH3:1])[CH:8]=[CH:7][C:6]=1[OH:12].